Dataset: Forward reaction prediction with 1.9M reactions from USPTO patents (1976-2016). Task: Predict the product of the given reaction. (1) Given the reactants Cl[C:2]1[CH:7]=[CH:6][C:5]([CH2:8][CH2:9][C:10]2[N:11]([CH3:36])[C:12]([C:15]3[CH:20]=[CH:19][N:18]=[C:17]([NH:21][C:22]4[CH:27]=[CH:26][C:25]([S:28](=[O:35])(=[O:34])[NH:29][CH2:30][CH2:31][O:32][CH3:33])=[CH:24][CH:23]=4)[N:16]=3)=[CH:13][N:14]=2)=[CH:4][CH:3]=1.C(N(CC)CC)C.CCOC(C)=O, predict the reaction product. The product is: [CH2:9]([C:10]1[N:11]([CH3:36])[C:12]([C:15]2[CH:20]=[CH:19][N:18]=[C:17]([NH:21][C:22]3[CH:27]=[CH:26][C:25]([S:28](=[O:35])(=[O:34])[NH:29][CH2:30][CH2:31][O:32][CH3:33])=[CH:24][CH:23]=3)[N:16]=2)=[CH:13][N:14]=1)[CH2:8][C:5]1[CH:6]=[CH:7][CH:2]=[CH:3][CH:4]=1. (2) Given the reactants [NH2:1][CH:2]([C:10]1[C:11]([O:18][CH3:19])=[N:12][CH:13]=[N:14][C:15]=1[O:16][CH3:17])[CH2:3][CH2:4][CH2:5][C:6]([O:8]C)=O.[C:20]1([C:28]2[CH:33]=[CH:32][CH:31]=[CH:30][CH:29]=2)[CH:25]=[CH:24][CH:23]=[C:22]([CH:26]=O)[CH:21]=1, predict the reaction product. The product is: [C:20]1([C:28]2[CH:29]=[CH:30][CH:31]=[CH:32][CH:33]=2)[CH:25]=[CH:24][CH:23]=[C:22]([CH2:26][N:1]2[CH:2]([C:10]3[C:11]([O:18][CH3:19])=[N:12][CH:13]=[N:14][C:15]=3[O:16][CH3:17])[CH2:3][CH2:4][CH2:5][C:6]2=[O:8])[CH:21]=1. (3) Given the reactants Cl[C:2]1[N:3]([CH2:19][C:20]2[CH:25]=[CH:24][C:23]([N:26]3[CH:30]=[CH:29][CH:28]=[N:27]3)=[CH:22][CH:21]=2)[N:4]=[C:5]2[N:10]3[C@H:11]4[CH2:16][CH2:15][CH2:14][C@H:12]4[N:13]=[C:9]3[N:8]([CH3:17])[C:7](=[O:18])[C:6]=12.[C:31]1([OH:37])[CH:36]=[CH:35][CH:34]=[CH:33][CH:32]=1.C([O-])([O-])=O.[Cs+].[Cs+], predict the reaction product. The product is: [CH3:17][N:8]1[C:7](=[O:18])[C:6]2=[C:2]([O:37][C:31]3[CH:36]=[CH:35][CH:34]=[CH:33][CH:32]=3)[N:3]([CH2:19][C:20]3[CH:21]=[CH:22][C:23]([N:26]4[CH:30]=[CH:29][CH:28]=[N:27]4)=[CH:24][CH:25]=3)[N:4]=[C:5]2[N:10]2[C@H:11]3[CH2:16][CH2:15][CH2:14][C@H:12]3[N:13]=[C:9]12.